This data is from Reaction yield outcomes from USPTO patents with 853,638 reactions. The task is: Predict the reaction yield, written as a fraction of the theoretical maximum amount of product (1.0 means a 100% yield; for example, 0.34 means a 34% yield). The reactants are C(=O)([O-])[O-].[K+].[K+].[CH3:7][O:8][C:9](=[O:19])[C:10]1[CH:15]=[CH:14][C:13]([OH:16])=[C:12]([O:17][CH3:18])[CH:11]=1.[CH2:20](Br)[C:21]1[CH:26]=[CH:25][CH:24]=[CH:23][CH:22]=1. The catalyst is CC(C)=O. The product is [CH3:7][O:8][C:9](=[O:19])[C:10]1[CH:15]=[CH:14][C:13]([O:16][CH2:20][C:21]2[CH:26]=[CH:25][CH:24]=[CH:23][CH:22]=2)=[C:12]([O:17][CH3:18])[CH:11]=1. The yield is 0.866.